Dataset: Catalyst prediction with 721,799 reactions and 888 catalyst types from USPTO. Task: Predict which catalyst facilitates the given reaction. (1) Reactant: [C:1]([O:5][C:6]([N:8]1[CH2:13][CH2:12][NH:11][C:10](=[O:14])[CH2:9]1)=[O:7])([CH3:4])([CH3:3])[CH3:2].[H-].[Na+].[Br:17][C:18]1[CH:23]=[CH:22][C:21]([O:24][Si:25]([C:38]([CH3:41])([CH3:40])[CH3:39])([C:32]2[CH:37]=[CH:36][CH:35]=[CH:34][CH:33]=2)[C:26]2[CH:31]=[CH:30][CH:29]=[CH:28][CH:27]=2)=[CH:20][C:19]=1[CH2:42]OS(C)(=O)=O. Product: [C:1]([O:5][C:6]([N:8]1[CH2:13][CH2:12][N:11]([CH2:42][C:19]2[CH:20]=[C:21]([O:24][Si:25]([C:38]([CH3:40])([CH3:39])[CH3:41])([C:32]3[CH:33]=[CH:34][CH:35]=[CH:36][CH:37]=3)[C:26]3[CH:31]=[CH:30][CH:29]=[CH:28][CH:27]=3)[CH:22]=[CH:23][C:18]=2[Br:17])[C:10](=[O:14])[CH2:9]1)=[O:7])([CH3:4])([CH3:2])[CH3:3]. The catalyst class is: 3. (2) Reactant: [NH:1]1[CH:5]=[C:4]([NH2:6])[CH:3]=[N:2]1.Cl.CN(C)CCCN=C=NCC.O.ON1C2C=CC=CC=2N=N1.C(N(CC)CC)C.[CH3:37][C:38]([O:41][C:42]([N:44]1[CH2:53][CH2:52][C:51]2[C:46](=[CH:47][CH:48]=[C:49]([C:54](O)=[O:55])[CH:50]=2)[CH2:45]1)=[O:43])([CH3:40])[CH3:39].[OH-].[K+]. Product: [NH:1]1[CH:5]=[C:4]([NH:6][C:54]([C:49]2[CH:50]=[C:51]3[C:46](=[CH:47][CH:48]=2)[CH2:45][N:44]([C:42]([O:41][C:38]([CH3:40])([CH3:39])[CH3:37])=[O:43])[CH2:53][CH2:52]3)=[O:55])[CH:3]=[N:2]1. The catalyst class is: 18. (3) Reactant: [Cl:1][C:2]1[N:3]=[CH:4][NH:5][C:6]=1[C:7]([NH:9][CH2:10][C:11]1[CH:16]=[CH:15][C:14]([Cl:17])=[C:13]([O:18][C:19]2[CH:24]=[C:23](/[CH:25]=[CH:26]/[C:27]#[N:28])[CH:22]=[C:21]([Cl:29])[CH:20]=2)[C:12]=1[F:30])=[O:8].C1(SC2C=CC=CC=2)C=CC=CC=1. Product: [Cl:1][C:2]1[N:3]=[CH:4][NH:5][C:6]=1[C:7]([NH:9][CH2:10][C:11]1[CH:16]=[CH:15][C:14]([Cl:17])=[C:13]([O:18][C:19]2[CH:24]=[C:23]([CH2:25][CH2:26][C:27]#[N:28])[CH:22]=[C:21]([Cl:29])[CH:20]=2)[C:12]=1[F:30])=[O:8]. The catalyst class is: 381.